From a dataset of Catalyst prediction with 721,799 reactions and 888 catalyst types from USPTO. Predict which catalyst facilitates the given reaction. (1) Reactant: [CH3:1][S:2](Cl)(=[O:4])=[O:3].[OH:6][C@H:7]1[CH2:12][CH2:11][N:10]([C:13]([O:15][C:16]([CH3:19])([CH3:18])[CH3:17])=[O:14])[C@@H:9]([C:20]([O:22][CH3:23])=[O:21])[CH2:8]1. Product: [CH3:1][S:2]([O:6][C@H:7]1[CH2:12][CH2:11][N:10]([C:13]([O:15][C:16]([CH3:17])([CH3:18])[CH3:19])=[O:14])[C@@H:9]([C:20]([O:22][CH3:23])=[O:21])[CH2:8]1)(=[O:4])=[O:3]. The catalyst class is: 377. (2) Reactant: [CH3:1][O:2][C:3]1[CH:8]=[CH:7][C:6]([C:9]2[S:13][C:12]3[CH:14]=[C:15]([O:18][CH3:19])[CH:16]=[CH:17][C:11]=3[CH:10]=2)=[CH:5][CH:4]=1.[CH3:20][O:21][C:22]1[CH:23]=[C:24]([CH:28]=[CH:29][C:30]=1[O:31][CH3:32])[C:25](Cl)=[O:26].[Al+3].[Cl-].[Cl-].[Cl-].O. Product: [CH3:20][O:21][C:22]1[CH:23]=[C:24]([CH:28]=[CH:29][C:30]=1[O:31][CH3:32])[C:25]([C:10]1[C:11]2[CH:17]=[CH:16][C:15]([O:18][CH3:19])=[CH:14][C:12]=2[S:13][C:9]=1[C:6]1[CH:7]=[CH:8][C:3]([O:2][CH3:1])=[CH:4][CH:5]=1)=[O:26]. The catalyst class is: 91. (3) Product: [F:27][C:19]1[CH:18]=[C:17]([CH:1]=[CH2:2])[CH:22]=[C:21]([O:23][CH:24]([F:26])[F:25])[CH:20]=1. The catalyst class is: 516. Reactant: [CH2:1](C([SnH3])=C(CCCC)CCCC)[CH2:2]CC.Br[C:17]1[CH:22]=[C:21]([O:23][CH:24]([F:26])[F:25])[CH:20]=[C:19]([F:27])[CH:18]=1.[Cl-].[Li+].[OH-].[Na+]. (4) Reactant: B.C1COCC1.[Br:7][C:8]1[CH:9]=[C:10]([CH:14]=[C:15]([F:17])[CH:16]=1)[C:11](O)=[O:12].C([O-])([O-])=O.[Na+].[Na+]. Product: [Br:7][C:8]1[CH:9]=[C:10]([CH2:11][OH:12])[CH:14]=[C:15]([F:17])[CH:16]=1. The catalyst class is: 49. (5) Reactant: [CH2:1]([O:8][C:9]1[CH:10]=[C:11]([CH2:29][CH2:30][C:31]([N:33]([CH:35]([CH3:37])[CH3:36])[CH3:34])=[O:32])[CH:12]=[CH:13][C:14]=1[N:15]1[CH2:19][C:18](=[O:20])[N:17](CC[Si](C)(C)C)[S:16]1(=[O:28])=[O:27])[C:2]1[CH:7]=[CH:6][CH:5]=[CH:4][CH:3]=1.CCCC[N+](CCCC)(CCCC)CCCC.[F-].Cl.CCOC(C)=O. Product: [CH2:1]([O:8][C:9]1[CH:10]=[C:11]([CH2:29][CH2:30][C:31]([N:33]([CH:35]([CH3:37])[CH3:36])[CH3:34])=[O:32])[CH:12]=[CH:13][C:14]=1[N:15]1[CH2:19][C:18](=[O:20])[NH:17][S:16]1(=[O:28])=[O:27])[C:2]1[CH:7]=[CH:6][CH:5]=[CH:4][CH:3]=1. The catalyst class is: 1.